From a dataset of Full USPTO retrosynthesis dataset with 1.9M reactions from patents (1976-2016). Predict the reactants needed to synthesize the given product. (1) Given the product [Cl:25][C:10]1[C:9]([C:14]#[N:15])=[CH:8][N:7]=[CH:12][CH:11]=1, predict the reactants needed to synthesize it. The reactants are: COC1C=C(C=CC=1OC)C[N:7]1[CH:12]=[CH:11][C:10](=O)[C:9]([C:14]#[N:15])=[CH:8]1.[Li+].[Cl-].O=P(Cl)(Cl)[Cl:25]. (2) Given the product [N:15]1[CH:16]=[C:12]([CH2:10][NH:5][C:4]2[CH:6]=[CH:7][CH:8]=[CH:9][C:3]=2[O:2][CH3:1])[NH:13][CH:14]=1, predict the reactants needed to synthesize it. The reactants are: [CH3:1][O:2][C:3]1[CH:9]=[CH:8][CH:7]=[CH:6][C:4]=1[NH2:5].[CH:10]([C:12]1[N:13]=[CH:14][NH:15][CH:16]=1)=O.[BH4-].[Na+].O. (3) Given the product [N:12]1[N:13]([C:2]2[CH:10]=[CH:9][C:8]([CH3:11])=[CH:7][C:3]=2[C:4]([OH:6])=[O:5])[N:14]=[CH:15][CH:16]=1, predict the reactants needed to synthesize it. The reactants are: I[C:2]1[CH:10]=[CH:9][C:8]([CH3:11])=[CH:7][C:3]=1[C:4]([OH:6])=[O:5].[NH:12]1[CH:16]=[CH:15][N:14]=[N:13]1.CN[C@@H]1CCCC[C@H]1NC. (4) The reactants are: [H-].[Na+].Br.Cl[C:5]1[C:14]2[CH2:13][CH2:12][CH2:11][CH2:10][C:9]=2[C:8]2=[N:15][N:16]=[C:17]([NH2:18])[N:7]2[N:6]=1.[CH3:19][CH2:20][CH:21]([OH:24])[CH2:22][CH3:23]. Given the product [CH2:20]([CH:21]([O:24][C:5]1[C:14]2[CH2:13][CH2:12][CH2:11][CH2:10][C:9]=2[C:8]2=[N:15][N:16]=[C:17]([NH2:18])[N:7]2[N:6]=1)[CH2:22][CH3:23])[CH3:19], predict the reactants needed to synthesize it. (5) Given the product [C@@H:6]1([O:24][C:25]2[C:29]([CH2:30][C:31]3[CH:32]=[CH:33][C:34]([O:37][CH2:38][CH2:39][CH2:40][NH:52][CH2:51][C:47]4[CH:46]=[N:45][CH:50]=[CH:49][CH:48]=4)=[CH:35][CH:36]=3)=[C:28]([CH:42]([CH3:44])[CH3:43])[NH:27][N:26]=2)[O:7][C@H:8]([CH2:19][OH:20])[C@@H:9]([OH:15])[C@H:10]([OH:11])[C@H:5]1[OH:4], predict the reactants needed to synthesize it. The reactants are: C([O:4][C@@H:5]1[C@@H:10]([O:11]C(=O)C)[C@H:9]([O:15]C(=O)C)[C@@H:8]([CH2:19][O:20]C(=O)C)[O:7][C@H:6]1[O:24][C:25]1[C:29]([CH2:30][C:31]2[CH:36]=[CH:35][C:34]([O:37][CH2:38][CH2:39][CH2:40]O)=[CH:33][CH:32]=2)=[C:28]([CH:42]([CH3:44])[CH3:43])[NH:27][N:26]=1)(=O)C.[N:45]1[CH:50]=[CH:49][CH:48]=[C:47]([CH2:51][NH2:52])[CH:46]=1.NC(C)(C)CO. (6) The reactants are: [CH3:1][NH:2][C:3]1[C:8]([NH2:9])=[CH:7][CH:6]=[CH:5][N:4]=1.I[C:11]1[CH:16]=[CH:15][CH:14]=[CH:13][CH:12]=1.CC([O-])(C)C.[Na+].C1(P(C2C=CC=CC=2)C2C=CC=C3C=2C(C2C4C(=CC=CC=4P(C4C=CC=CC=4)C4C=CC=CC=4)C=CC=2)=CC=C3)C=CC=CC=1. Given the product [CH3:1][NH:2][C:3]1[C:8]([NH:9][C:11]2[CH:16]=[CH:15][CH:14]=[CH:13][CH:12]=2)=[CH:7][CH:6]=[CH:5][N:4]=1, predict the reactants needed to synthesize it. (7) Given the product [NH2:1][C:2]1[C:3]([O:14][CH2:15][CH:16]2[CH2:18][CH2:17]2)=[CH:4][C:5]([CH2:8][C:9]([O:11][CH2:12][CH3:13])=[O:10])=[CH:6][C:7]=1[Cl:26], predict the reactants needed to synthesize it. The reactants are: [NH2:1][C:2]1[CH:7]=[CH:6][C:5]([CH2:8][C:9]([O:11][CH2:12][CH3:13])=[O:10])=[CH:4][C:3]=1[O:14][CH2:15][CH:16]1[CH2:18][CH2:17]1.C1C(=O)N([Cl:26])C(=O)C1.